Dataset: Forward reaction prediction with 1.9M reactions from USPTO patents (1976-2016). Task: Predict the product of the given reaction. (1) Given the reactants Cl.[NH:2]1[CH:6]=[C:5]([CH2:7][CH2:8][NH:9][CH2:10][C:11]([OH:13])=O)[N:4]=[CH:3]1.[NH2:14][C@@H:15]([CH2:33][O:34][CH2:35][C:36]1[CH:41]=[CH:40][CH:39]=[CH:38][CH:37]=1)[C:16]([NH:18][C:19]1[CH:24]=[CH:23][C:22]([O:25][C:26]2[CH:31]=[CH:30][C:29]([F:32])=[CH:28][CH:27]=2)=[CH:21][CH:20]=1)=[O:17], predict the reaction product. The product is: [NH:2]1[CH:6]=[C:5]([CH2:7][CH2:8][NH:9][CH2:10][C:11]([NH:14][C@@H:15]([CH2:33][O:34][CH2:35][C:36]2[CH:37]=[CH:38][CH:39]=[CH:40][CH:41]=2)[C:16]([NH:18][C:19]2[CH:20]=[CH:21][C:22]([O:25][C:26]3[CH:31]=[CH:30][C:29]([F:32])=[CH:28][CH:27]=3)=[CH:23][CH:24]=2)=[O:17])=[O:13])[N:4]=[CH:3]1. (2) Given the reactants [CH2:1]([N:8]1[CH2:12][CH2:11][C:10](=[C:13]([C:15]2([O:18][Si:19]([C:22]([CH3:25])([CH3:24])[CH3:23])([CH3:21])[CH3:20])[CH2:17][CH2:16]2)[OH:14])[CH2:9]1)[C:2]1[CH:7]=[CH:6][CH:5]=[CH:4][CH:3]=1.N1C(C)=CC=CC=1C.[Si:34](OS(C(F)(F)F)(=O)=O)([C:37]([CH3:40])([CH3:39])[CH3:38])([CH3:36])[CH3:35], predict the reaction product. The product is: [CH2:1]([N:8]1[CH2:12][CH2:11][C:10](=[C:13]([C:15]2([O:18][Si:19]([C:22]([CH3:25])([CH3:24])[CH3:23])([CH3:20])[CH3:21])[CH2:17][CH2:16]2)[O:14][Si:34]([C:37]([CH3:40])([CH3:39])[CH3:38])([CH3:36])[CH3:35])[CH2:9]1)[C:2]1[CH:3]=[CH:4][CH:5]=[CH:6][CH:7]=1. (3) Given the reactants [C:1]([O:5][C:6]([C:8]1[S:9][C:10]([C:13]2[CH:18]=[CH:17][N+:16]([O-])=[C:15]([CH2:20][CH3:21])[CH:14]=2)=[CH:11][N:12]=1)=[O:7])([CH3:4])([CH3:3])[CH3:2], predict the reaction product. The product is: [CH2:20]([C:15]1[CH:14]=[C:13]([C:10]2[S:9][C:8]([C:6]([O:5][C:1]([CH3:2])([CH3:4])[CH3:3])=[O:7])=[N:12][CH:11]=2)[CH:18]=[CH:17][N:16]=1)[CH3:21]. (4) Given the reactants [I-].[Na+].Cl[Si](C)(C)C.S(=O)(=O)(O)O.[CH3:13][O:14][C:15](=[O:34])[C@H:16]([C:27]1[CH:32]=[CH:31][CH:30]=[CH:29][C:28]=1[Cl:33])[N:17]1[CH2:22][CH:21](O)[C:20]2[S:24][CH:25]=[CH:26][C:19]=2[CH2:18]1.C(=O)(O)[O-].[Na+], predict the reaction product. The product is: [CH3:13][O:14][C:15]([C@@H:16]([N:17]1[CH2:18][C:19]2[CH:26]=[CH:25][S:24][C:20]=2[CH2:21][CH2:22]1)[C:27]1[CH:32]=[CH:31][CH:30]=[CH:29][C:28]=1[Cl:33])=[O:34].